Dataset: Peptide-MHC class I binding affinity with 185,985 pairs from IEDB/IMGT. Task: Regression. Given a peptide amino acid sequence and an MHC pseudo amino acid sequence, predict their binding affinity value. This is MHC class I binding data. (1) The peptide sequence is NRHKKFANV. The MHC is HLA-B08:01 with pseudo-sequence HLA-B08:01. The binding affinity (normalized) is 0.670. (2) The peptide sequence is VPGLSPEAL. The MHC is HLA-B44:02 with pseudo-sequence HLA-B44:02. The binding affinity (normalized) is 0.213. (3) The peptide sequence is TVFYNIPPM. The MHC is HLA-B18:01 with pseudo-sequence HLA-B18:01. The binding affinity (normalized) is 0.213.